The task is: Predict the reactants needed to synthesize the given product.. This data is from Full USPTO retrosynthesis dataset with 1.9M reactions from patents (1976-2016). Given the product [CH3:17][N:16]([CH3:18])[C:14]([CH:11]1[CH2:12][CH2:13][N:8]([C:5]2[CH:6]=[CH:7][C:2]([B:22]3[O:23][C:24]([CH3:26])([CH3:25])[C:20]([CH3:36])([CH3:19])[O:21]3)=[CH:3][CH:4]=2)[CH2:9][CH2:10]1)=[O:15], predict the reactants needed to synthesize it. The reactants are: Br[C:2]1[CH:7]=[CH:6][C:5]([N:8]2[CH2:13][CH2:12][CH:11]([C:14]([N:16]([CH3:18])[CH3:17])=[O:15])[CH2:10][CH2:9]2)=[CH:4][CH:3]=1.[CH3:19][C:20]1([CH3:36])[C:24]([CH3:26])([CH3:25])[O:23][B:22]([B:22]2[O:23][C:24]([CH3:26])([CH3:25])[C:20]([CH3:36])([CH3:19])[O:21]2)[O:21]1.CC([O-])=O.[K+].